This data is from Reaction yield outcomes from USPTO patents with 853,638 reactions. The task is: Predict the reaction yield, written as a fraction of the theoretical maximum amount of product (1.0 means a 100% yield; for example, 0.34 means a 34% yield). (1) The yield is 1.00. The product is [S:30]([O:21][CH2:1][CH2:2][CH:3]([CH2:5][CH2:6][CH2:7][CH:8]([CH2:10][CH2:11][CH2:12][CH:13]([CH2:15][CH2:16][CH2:17][CH:18]([CH3:20])[CH3:19])[CH3:14])[CH3:9])[CH3:4])(=[O:32])(=[O:31])[CH3:29]. The catalyst is ClCCl. The reactants are [CH2:1]([OH:21])[CH2:2][CH:3]([CH2:5][CH2:6][CH2:7][CH:8]([CH2:10][CH2:11][CH2:12][CH:13]([CH2:15][CH2:16][CH2:17][CH:18]([CH3:20])[CH3:19])[CH3:14])[CH3:9])[CH3:4].C(N(CC)CC)C.[CH3:29][S:30](Cl)(=[O:32])=[O:31]. (2) The reactants are [OH:1][N:2]=[C:3]([C:10]1[O:14][CH:13]=[N:12][C:11]=1[CH3:15])[C:4]1[CH:9]=[CH:8][CH:7]=[CH:6][CH:5]=1.Br[CH2:17][C:18]1[N:23]=[C:22]([N:24]2[C:32](=[O:33])[C:31]3[C:26](=[CH:27][CH:28]=[CH:29][CH:30]=3)[C:25]2=[O:34])[CH:21]=[CH:20][CH:19]=1.C(=O)([O-])[O-].[Cs+].[Cs+].[I-].[K+]. The catalyst is C(#N)C.O. The product is [CH3:15][C:11]1[N:12]=[CH:13][O:14][C:10]=1[C:3](=[N:2][O:1][CH2:17][C:18]1[N:23]=[C:22]([N:24]2[C:25](=[O:34])[C:26]3[C:31](=[CH:30][CH:29]=[CH:28][CH:27]=3)[C:32]2=[O:33])[CH:21]=[CH:20][CH:19]=1)[C:4]1[CH:5]=[CH:6][CH:7]=[CH:8][CH:9]=1. The yield is 0.880. (3) The reactants are [CH2:1]([C:8]1[S:12][C:11]([NH:13][C:14](=[O:27])[CH2:15][CH2:16][C:17]2[CH:22]=[CH:21][C:20]([O:23]C)=[C:19]([O:25]C)[CH:18]=2)=[N:10][C:9]=1[C:28]1[CH:33]=[CH:32][C:31]([O:34]C)=[CH:30][CH:29]=1)[C:2]1[CH:7]=[CH:6][CH:5]=[CH:4][CH:3]=1.B(Br)(Br)Br. No catalyst specified. The product is [CH2:1]([C:8]1[S:12][C:11]([NH:13][C:14](=[O:27])[CH2:15][CH2:16][C:17]2[CH:22]=[CH:21][C:20]([OH:23])=[C:19]([OH:25])[CH:18]=2)=[N:10][C:9]=1[C:28]1[CH:33]=[CH:32][C:31]([OH:34])=[CH:30][CH:29]=1)[C:2]1[CH:7]=[CH:6][CH:5]=[CH:4][CH:3]=1. The yield is 0.603.